From a dataset of Catalyst prediction with 721,799 reactions and 888 catalyst types from USPTO. Predict which catalyst facilitates the given reaction. (1) Reactant: [Br:1][C:2]1[CH:7]=[CH:6][N:5]=[C:4]([N:8]([C:16]([CH:18]2[CH2:20][CH2:19]2)=[O:17])C(=O)OC(C)(C)C)[CH:3]=1.FC(F)(F)C(O)=O.O.C([O-])(O)=O.[Na+]. Product: [Br:1][C:2]1[CH:7]=[CH:6][N:5]=[C:4]([NH:8][C:16]([CH:18]2[CH2:19][CH2:20]2)=[O:17])[CH:3]=1. The catalyst class is: 2. (2) The catalyst class is: 57. Product: [C:1]([O:5][C:6]([C:8]1[C:9]([C:14]2[CH:19]=[CH:18][C:17]([Cl:20])=[CH:16][CH:15]=2)=[N:10][S:11][C:12]=1[C:14]1[CH:19]=[CH:18][CH:17]=[CH:16][CH:15]=1)=[O:7])([CH3:4])([CH3:3])[CH3:2]. Reactant: [C:1]([O:5][C:6]([C:8]1[C:9]([C:14]2[CH:19]=[CH:18][C:17]([Cl:20])=[CH:16][CH:15]=2)=[N:10][S:11][C:12]=1Br)=[O:7])([CH3:4])([CH3:3])[CH3:2].O.C([O-])([O-])=O.[Na+].[Na+].